Task: Predict the reactants needed to synthesize the given product.. Dataset: Full USPTO retrosynthesis dataset with 1.9M reactions from patents (1976-2016) Given the product [Br:1][C:2]1[CH:7]=[CH:6][C:5]([Cl:8])=[CH:4][C:3]=1[CH2:9][CH2:10][S:11]([NH:18][C:17]1[CH:19]=[CH:20][CH:21]=[CH:22][C:16]=1[F:15])(=[O:13])=[O:12], predict the reactants needed to synthesize it. The reactants are: [Br:1][C:2]1[CH:7]=[CH:6][C:5]([Cl:8])=[CH:4][C:3]=1[CH2:9][CH2:10][S:11](Cl)(=[O:13])=[O:12].[F:15][C:16]1[CH:22]=[CH:21][CH:20]=[CH:19][C:17]=1[NH2:18].N1C=CC=CC=1.